Dataset: Peptide-MHC class II binding affinity with 134,281 pairs from IEDB. Task: Regression. Given a peptide amino acid sequence and an MHC pseudo amino acid sequence, predict their binding affinity value. This is MHC class II binding data. (1) The peptide sequence is CHDGMGWLTIGISGP. The MHC is DRB1_0301 with pseudo-sequence DRB1_0301. The binding affinity (normalized) is 0.107. (2) The peptide sequence is LAAAAAWDALAAELY. The MHC is HLA-DPA10103-DPB10401 with pseudo-sequence HLA-DPA10103-DPB10401. The binding affinity (normalized) is 0.341. (3) The peptide sequence is LPHRLDRNGACRCGR. The MHC is DRB1_0101 with pseudo-sequence DRB1_0101. The binding affinity (normalized) is 0.235. (4) The peptide sequence is AFKVAPTAANAAPAN. The MHC is DRB1_0901 with pseudo-sequence DRB1_0901. The binding affinity (normalized) is 0.693. (5) The peptide sequence is ELKESWGAIWRIDTP. The MHC is HLA-DPA10201-DPB10101 with pseudo-sequence HLA-DPA10201-DPB10101. The binding affinity (normalized) is 0.129. (6) The peptide sequence is NNPKEWLQVDFQKTVKVTGV. The MHC is DRB1_0101 with pseudo-sequence DRB1_0101. The binding affinity (normalized) is 0.217. (7) The peptide sequence is LQLVGIQRAGLAPTG. The MHC is H-2-IAb with pseudo-sequence H-2-IAb. The binding affinity (normalized) is 0.323.